Task: Regression. Given two drug SMILES strings and cell line genomic features, predict the synergy score measuring deviation from expected non-interaction effect.. Dataset: NCI-60 drug combinations with 297,098 pairs across 59 cell lines (1) Drug 1: CNC(=O)C1=CC=CC=C1SC2=CC3=C(C=C2)C(=NN3)C=CC4=CC=CC=N4. Drug 2: C1=CN(C=N1)CC(O)(P(=O)(O)O)P(=O)(O)O. Cell line: RPMI-8226. Synergy scores: CSS=0.292, Synergy_ZIP=9.54, Synergy_Bliss=7.09, Synergy_Loewe=3.00, Synergy_HSA=1.78. (2) Drug 1: CC12CCC(CC1=CCC3C2CCC4(C3CC=C4C5=CN=CC=C5)C)O. Drug 2: C1=CC(=CC=C1C#N)C(C2=CC=C(C=C2)C#N)N3C=NC=N3. Cell line: EKVX. Synergy scores: CSS=3.90, Synergy_ZIP=-0.520, Synergy_Bliss=2.19, Synergy_Loewe=0.596, Synergy_HSA=0.520. (3) Drug 1: CCC1(CC2CC(C3=C(CCN(C2)C1)C4=CC=CC=C4N3)(C5=C(C=C6C(=C5)C78CCN9C7C(C=CC9)(C(C(C8N6C=O)(C(=O)OC)O)OC(=O)C)CC)OC)C(=O)OC)O.OS(=O)(=O)O. Drug 2: COCCOC1=C(C=C2C(=C1)C(=NC=N2)NC3=CC=CC(=C3)C#C)OCCOC.Cl. Cell line: UACC-257. Synergy scores: CSS=6.30, Synergy_ZIP=-4.66, Synergy_Bliss=-2.83, Synergy_Loewe=-19.6, Synergy_HSA=-3.27. (4) Cell line: SK-MEL-5. Drug 1: CC(CN1CC(=O)NC(=O)C1)N2CC(=O)NC(=O)C2. Drug 2: C1C(C(OC1N2C=NC(=NC2=O)N)CO)O. Synergy scores: CSS=23.8, Synergy_ZIP=-4.99, Synergy_Bliss=0.245, Synergy_Loewe=-5.80, Synergy_HSA=-3.34. (5) Drug 1: C1=NC2=C(N=C(N=C2N1C3C(C(C(O3)CO)O)O)F)N. Drug 2: CC(C)(C#N)C1=CC(=CC(=C1)CN2C=NC=N2)C(C)(C)C#N. Cell line: SW-620. Synergy scores: CSS=4.30, Synergy_ZIP=-2.97, Synergy_Bliss=-3.96, Synergy_Loewe=-3.52, Synergy_HSA=-3.56. (6) Drug 1: CCC1(CC2CC(C3=C(CCN(C2)C1)C4=CC=CC=C4N3)(C5=C(C=C6C(=C5)C78CCN9C7C(C=CC9)(C(C(C8N6C)(C(=O)OC)O)OC(=O)C)CC)OC)C(=O)OC)O.OS(=O)(=O)O. Drug 2: CCC1(C2=C(COC1=O)C(=O)N3CC4=CC5=C(C=CC(=C5CN(C)C)O)N=C4C3=C2)O.Cl. Cell line: SF-268. Synergy scores: CSS=29.6, Synergy_ZIP=-3.50, Synergy_Bliss=-1.70, Synergy_Loewe=-5.13, Synergy_HSA=-1.17.